Predict which catalyst facilitates the given reaction. From a dataset of Catalyst prediction with 721,799 reactions and 888 catalyst types from USPTO. (1) Reactant: [Cl:1][C:2]1[CH:7]=[CH:6][C:5]([O:8]COC)=[CH:4][C:3]=1[C:12]1[N:17]=[C:16]([NH:18][C@H:19]2[CH2:24][CH2:23][N:22](C(OC(C)(C)C)=O)[C@@H:21]([CH3:32])[CH2:20]2)[C:15]([CH3:33])=[C:14]([C:34]2[C:35]([CH3:40])=[N:36][O:37][C:38]=2[CH3:39])[N:13]=1.Cl. Product: [ClH:1].[Cl:1][C:2]1[CH:7]=[CH:6][C:5]([OH:8])=[CH:4][C:3]=1[C:12]1[N:13]=[C:14]([C:34]2[C:35]([CH3:40])=[N:36][O:37][C:38]=2[CH3:39])[C:15]([CH3:33])=[C:16]([NH:18][C@H:19]2[CH2:24][CH2:23][NH:22][C@@H:21]([CH3:32])[CH2:20]2)[N:17]=1. The catalyst class is: 71. (2) Reactant: [CH2:1]([C:5]1[N:6]=[C:7]([CH2:27][OH:28])[NH:8][C:9](=[O:26])[C:10]=1[CH2:11][C:12]1[CH:17]=[CH:16][C:15]([C:18]2[C:19]([C:24]#[N:25])=[CH:20][CH:21]=[CH:22][CH:23]=2)=[CH:14][CH:13]=1)[CH2:2][CH2:3][CH3:4].C(=O)([O-])[O-].[Cs+].[Cs+].Br.Br[CH2:37][C:38]1[CH:43]=[CH:42][CH:41]=[CH:40][N:39]=1.CN(C)C=O. Product: [CH2:1]([C:5]1[N:6]=[C:7]([CH2:27][OH:28])[N:8]([CH2:37][C:38]2[CH:43]=[CH:42][CH:41]=[CH:40][N:39]=2)[C:9](=[O:26])[C:10]=1[CH2:11][C:12]1[CH:17]=[CH:16][C:15]([C:18]2[C:19]([C:24]#[N:25])=[CH:20][CH:21]=[CH:22][CH:23]=2)=[CH:14][CH:13]=1)[CH2:2][CH2:3][CH3:4]. The catalyst class is: 13.